Task: Predict the reactants needed to synthesize the given product.. Dataset: Full USPTO retrosynthesis dataset with 1.9M reactions from patents (1976-2016) (1) Given the product [C:94]([C:92]1[S:91][C:90]([S:104][CH3:105])=[C:89]([S:86]([C:82]2[CH:81]=[C:80]([C:74]3[C:75]([CH3:79])=[CH:76][CH:77]=[CH:78][C:73]=3[NH:72][CH2:71][C:70]([OH:106])=[O:69])[CH:85]=[CH:84][CH:83]=2)(=[O:88])=[O:87])[CH:93]=1)(=[NH:95])[NH2:96], predict the reactants needed to synthesize it. The reactants are: C(OC(=O)NC(C1SC(SC)=C(S(C2C=C(C3C(C)=CC=CC=3N)C=CC=2)(=O)=O)C=1)=N)(C)(C)C.BrCC(OC(C)(C)C)=O.C(=O)([O-])[O-].[K+].[K+].N1C(C)=CC=CC=1C.CCN(CC)CC.C([O:69][C:70](=[O:106])[CH2:71][NH:72][C:73]1[CH:78]=[CH:77][CH:76]=[C:75]([CH3:79])[C:74]=1[C:80]1[CH:85]=[CH:84][CH:83]=[C:82]([S:86]([C:89]2[CH:93]=[C:92]([C:94]([NH:96]C(OC(C)(C)C)=O)=[NH:95])[S:91][C:90]=2[S:104][CH3:105])(=[O:88])=[O:87])[CH:81]=1)(C)(C)C. (2) Given the product [CH2:15]([O:17][C:18]1[CH:23]=[C:22]([CH3:24])[C:21]([N:25]2[C:1]([CH3:2])=[C:4]3[C:5]([C:9]([CH3:10])=[N:27][N:28]=[C:12]3[CH3:13])=[C:6]2[CH3:7])=[C:20]([CH3:26])[CH:19]=1)[CH3:16], predict the reactants needed to synthesize it. The reactants are: [C:1]([CH:4]([C:12](=O)[CH3:13])[CH:5]([C:9](=O)[CH3:10])[C:6](=O)[CH3:7])(=O)[CH3:2].[CH2:15]([O:17][C:18]1[CH:23]=[C:22]([CH3:24])[C:21]([NH2:25])=[C:20]([CH3:26])[CH:19]=1)[CH3:16].[NH2:27][NH2:28]. (3) Given the product [NH:33]1[C:9]2[C:4](=[CH:5][C:6]([NH:10][N:11]=[C:12]3[C:13]([NH2:14])=[N:23][N:22]=[C:15]3[NH2:16])=[CH:7][CH:8]=2)[CH:3]=[N:34]1, predict the reactants needed to synthesize it. The reactants are: N1[C:9]2[C:4](=[CH:5][C:6]([NH:10][N:11]=[C:12]([C:15]#[N:16])[C:13]#[N:14])=[CH:7][CH:8]=2)[CH:3]=N1.NC1C=C2C(=CC=1)[NH:23][N:22]=C2.C(#N)CC#N.O.[NH2:33][NH2:34]. (4) Given the product [CH:11]1[C:12]2[C:7](=[N:6][C:5]3[C:14]([C:13]=2[NH:15][CH:16]([CH3:25])[CH2:17][CH2:18][CH2:19][NH:20][CH2:21][CH3:22])=[CH:1][CH:2]=[CH:3][CH:4]=3)[CH:8]=[CH:9][CH:10]=1, predict the reactants needed to synthesize it. The reactants are: [CH:1]1[C:14]2[C:5](=[N:6][C:7]3[C:12]([C:13]=2[NH:15][CH:16]([CH2:25]C)[CH2:17][CH2:18][CH2:19][N:20](CC)[CH2:21][CH3:22])=[CH:11][CH:10]=[CH:9][CH:8]=3)[CH:4]=[CH:3][CH:2]=1.ClC1C2C(N=C3C=1C=CC=C3)=CC=CC=2.Cl.Cl.C(NCCCC(N)C)C.C1(O)C=CC=CC=1.C(N(CC)CC)C. (5) The reactants are: [Cl:1][C:2]1[CH:7]=[CH:6][CH:5]=[CH:4][C:3]=1[C:8]1[C:9]2[CH:19]=[CH:18][C:17](=[O:20])[N:16]([CH:21]([CH2:24][CH3:25])[CH2:22][CH3:23])[C:10]=2[N:11]=[C:12](SC)[N:13]=1.[CH2:26]([N:28]([CH2:32][CH3:33])[CH2:29][CH2:30][NH2:31])[CH3:27]. Given the product [Cl:1][C:2]1[CH:7]=[CH:6][CH:5]=[CH:4][C:3]=1[C:8]1[C:9]2[CH:19]=[CH:18][C:17](=[O:20])[N:16]([CH:21]([CH2:24][CH3:25])[CH2:22][CH3:23])[C:10]=2[N:11]=[C:12]([NH:31][CH2:30][CH2:29][N:28]([CH2:32][CH3:33])[CH2:26][CH3:27])[N:13]=1, predict the reactants needed to synthesize it.